Dataset: Catalyst prediction with 721,799 reactions and 888 catalyst types from USPTO. Task: Predict which catalyst facilitates the given reaction. (1) Reactant: Cl.[NH2:2][C:3]1[CH:4]=[CH:5][C:6]([C:14]2[CH:19]=[CH:18][C:17]([Cl:20])=[CH:16][CH:15]=2)=[C:7]2[C:12]=1[CH2:11][N:10]([CH3:13])[CH2:9][CH2:8]2.[O:21]=[CH:22][C:23](Cl)(Cl)Cl.S([O-])([O-])(=O)=[O:28].[Na+].[Na+].Cl.NO. Product: [Cl:20][C:17]1[CH:16]=[CH:15][C:14]([C:6]2[C:7]3[CH2:8][CH2:9][N:10]([CH3:13])[CH2:11][C:12]=3[C:3]3[NH:2][C:22](=[O:21])[C:23](=[O:28])[C:4]=3[CH:5]=2)=[CH:19][CH:18]=1. The catalyst class is: 6. (2) Reactant: [CH2:1]([C@@:5]1([CH2:36][CH3:37])[NH:11][C@H:10]([C:12]2[CH:17]=[CH:16][CH:15]=[CH:14][CH:13]=2)[C:9]2[CH:18]=[C:19]([O:32][CH3:33])[C:20]([CH2:22][NH:23][CH2:24][C:25]([O:27]C(C)(C)C)=[O:26])=[CH:21][C:8]=2[S:7](=[O:35])(=[O:34])[CH2:6]1)[CH2:2][CH2:3][CH3:4].Cl. Product: [CH2:1]([C@@:5]1([CH2:36][CH3:37])[NH:11][C@H:10]([C:12]2[CH:13]=[CH:14][CH:15]=[CH:16][CH:17]=2)[C:9]2[CH:18]=[C:19]([O:32][CH3:33])[C:20]([CH2:22][NH:23][CH2:24][C:25]([OH:27])=[O:26])=[CH:21][C:8]=2[S:7](=[O:35])(=[O:34])[CH2:6]1)[CH2:2][CH2:3][CH3:4]. The catalyst class is: 12. (3) Reactant: [C:1]([NH:4][C:5]([C:7]1[CH:8]=[CH:9][C:10]2[C:16]3[C:17]([CH3:20])=[N:18][O:19][C:15]=3[C@H:14]([CH2:21][C:22]([O:24][C:25]([CH3:28])([CH3:27])[CH3:26])=[O:23])[NH:13][C:12](=[O:29])[C:11]=2[CH:30]=1)=[O:6])(=[NH:3])[CH3:2].CCCC[N+](CCCC)(CCCC)CCCC.[F-]. Product: [CH3:20][C:17]1[C:16]2[C:10]3[CH:9]=[CH:8][C:7]([C:5]4[O:6][N:3]=[C:1]([CH3:2])[N:4]=4)=[CH:30][C:11]=3[C:12](=[O:29])[NH:13][C@@H:14]([CH2:21][C:22]([O:24][C:25]([CH3:26])([CH3:28])[CH3:27])=[O:23])[C:15]=2[O:19][N:18]=1. The catalyst class is: 23. (4) Reactant: [CH3:1][C:2]1[C:10]([CH2:11][CH2:12][N:13]2[CH2:18][CH2:17][CH:16]([C:19]([NH2:21])=[O:20])[CH2:15][CH2:14]2)=[CH:9][CH:8]=[C:7]2[C:3]=1[CH2:4][O:5][C:6]2=[O:22].Br[C:24]1[CH:31]=[CH:30][C:27]([C:28]#[N:29])=[C:26]([F:32])[CH:25]=1.CC1(C)C2C(=C(P(C3C=CC=CC=3)C3C=CC=CC=3)C=CC=2)OC2C(P(C3C=CC=CC=3)C3C=CC=CC=3)=CC=CC1=2.C([O-])([O-])=O.[Cs+].[Cs+]. Product: [C:28]([C:27]1[CH:30]=[CH:31][C:24]([NH:21][C:19]([CH:16]2[CH2:17][CH2:18][N:13]([CH2:12][CH2:11][C:10]3[C:2]([CH3:1])=[C:3]4[C:7](=[CH:8][CH:9]=3)[C:6](=[O:22])[O:5][CH2:4]4)[CH2:14][CH2:15]2)=[O:20])=[CH:25][C:26]=1[F:32])#[N:29]. The catalyst class is: 62. (5) Reactant: C1(C)C=CC(S(O)(=O)=O)=CC=1.BrCCCl.[Cl:16][C:17]1C=CC=C[C:18]=1[N:23]1[CH2:28][CH2:27][NH:26][CH2:25][CH2:24]1.C(Cl)(Cl)Cl.CO. Product: [Cl:16][CH2:17][CH2:18][N:23]1[CH2:28][CH2:27][NH:26][CH2:25][CH2:24]1. The catalyst class is: 113.